Dataset: Forward reaction prediction with 1.9M reactions from USPTO patents (1976-2016). Task: Predict the product of the given reaction. (1) Given the reactants [NH2:1][C@H:2]1[CH2:6][CH2:5][N:4]([C:7]([O:9][CH2:10][C:11]2[CH:16]=[CH:15][CH:14]=[CH:13][CH:12]=2)=[O:8])[CH2:3]1.[C:17]1(=O)[CH2:22][CH2:21][CH2:20][CH2:19][CH2:18]1.C([BH3-])#N.[Na+], predict the reaction product. The product is: [CH2:10]([O:9][C:7]([N:4]1[CH2:5][CH2:6][C@H:2]([NH:1][CH:17]2[CH2:22][CH2:21][CH2:20][CH2:19][CH2:18]2)[CH2:3]1)=[O:8])[C:11]1[CH:16]=[CH:15][CH:14]=[CH:13][CH:12]=1. (2) Given the reactants [F:1][C:2]1[CH:7]=[CH:6][C:5]([C:8]2[C:16]3[C:11](=[CH:12][CH:13]=[C:14]([NH:17][C:18]([C:20]4[CH:28]=[CH:27][C:23]([C:24](O)=[O:25])=[CH:22][CH:21]=4)=[O:19])[CH:15]=3)[NH:10][N:9]=2)=[CH:4][CH:3]=1.[Cl-].[NH4+:30], predict the reaction product. The product is: [F:1][C:2]1[CH:3]=[CH:4][C:5]([C:8]2[C:16]3[C:11](=[CH:12][CH:13]=[C:14]([NH:17][C:18]([C:20]4[CH:21]=[CH:22][C:23]([C:24]([NH2:30])=[O:25])=[CH:27][CH:28]=4)=[O:19])[CH:15]=3)[NH:10][N:9]=2)=[CH:6][CH:7]=1.